Dataset: Drug-target binding data from BindingDB using IC50 measurements. Task: Regression. Given a target protein amino acid sequence and a drug SMILES string, predict the binding affinity score between them. We predict pIC50 (pIC50 = -log10(IC50 in M); higher means more potent). Dataset: bindingdb_ic50. (1) The drug is N=C(CCl)NCCC[C@H](NC(=O)c1ccccc1)C(=O)NCc1ccccc1. The target protein (Q6TGC4) has sequence MVSVEGRAMSFQSIIHLSLDSPVHAVCVLGTEICLDLSGCAPQKCQCFTIHGSGRVLIDVANTVISEKEDATIWWPLSDPTYATVKMTSPSPSVDADKVSVTYYGPNEDAPVGTAVLYLTGIEVSLEVDIYRNGQVEMSSDKQAKKKWIWGPSGWGAILLVNCNPADVGQQLEDKKTKKVIFSEEITNLSQMTLNVQGPSCILKKYRLVLHTSKEESKKARVYWPQKDNSSTFELVLGPDQHAYTLALLGNHLKETFYVEAIAFPSAEFSGLISYSVSLVEESQDPSIPETVLYKDTVVFRVAPCVFIPCTQVPLEVYLCRELQLQGFVDTVTKLSEKSNSQVASVYEDPNRLGRWLQDEMAFCYTQAPHKTTSLILDTPQAADLDEFPMKYSLSPGIGYMIQDTEDHKVASMDSIGNLMVSPPVKVQGKEYPLGRVLIGSSFYPSAEGRAMSKTLRDFLYAQQVQAPVELYSDWLMTGHVDEFMCFIPTDDKNEGKKGF.... The pIC50 is 4.7. (2) The compound is CCC[C@@H](C=O)NC(=O)[C@H](CC(C)C)NC(=O)OCc1ccccc1. The target protein sequence is MNLERVSNEEKLNLCRKYYLGGFAFLPFLWLVNIFWFFREAFLVPAYTEQSQIKGYVWRSAVGFLFWVIVLTSWITIFQIYRPRWGALGDYLSFTIPLGTP. The pIC50 is 3.7. (3) The small molecule is COc1cc(OCc2csc(-c3ccc(C(=O)N(CCO)C(C)(C)C)cc3)n2)c2sc(-c3cn4nc(C5CC5)sc4n3)nc2c1. The target protein (Q96IZ0) has sequence MATGGYRTSSGLGGSTTDFLEEWKAKREKMRAKQNPPGPAPPGGGSSDAAGKPPAGALGTPAAAAANELNNNLPGGAPAAPAVPGPGGVNCAVGSAMLTRAAPGPRRSEDEPPAASASAAPPPQRDEEEPDGVPEKGKSSGPSARKGKGQIEKRKLREKRRSTGVVNIPAAECLDEYEDDEAGQKERKREDAITQQNTIQNEAVNLLDPGSSYLLQEPPRTVSGRYKSTTSVSEEDVSSRYSRTDRSGFPRYNRDANVSGTLVSSSTLEKKIEDLEKEVVRERQENLRLVRLMQDKEEMIGKLKEEIDLLNRDLDDIEDENEQLKQENKTLLKVVGQLTR. The pIC50 is 4.1. (4) The target protein (P47199) has sequence MATGQKLMRAIRVFEFGGPEVLKLQSDVVVPVPQSHQVLIKVHACGVNPVETYIRSGAYSRKPALPYTPGSDVAGIIESVGDKVSAFKKGDRVFCYSTVSGGYAEFALAADDTIYPLPETLNFRQGAALGIPYFTACRALFHSARARAGESVLVHGASGGVGLATCQIARAHGLKVLGTAGSEEGKKLVLQNGAHEVFNHKEANYIDKIKMSVGDKDKGVDVIIEMLANENLSNDLKLLSHGGRVVVVGCRGPIEINPRDTMAKETSIIGVSLSSSTKEEFQQFAGLLQAGIEKGWVKPVIGSEYPLEKAAQAHEDIIHGSGKTGKMILLL. The pIC50 is 3.4. The compound is Cc1cc(O)c2c(c1)O[C@]1(C)[C@@H](O)[C@@H](O)C[C@H](O)[C@@H]1C2=O. (5) The drug is COc1ccc(COCC(Cn2ccnc2)OCc2ccc(C(=O)Oc3ccccc3)cc2)cc1. The target protein (P24557) has sequence MEALGFLKLEVNGPMVTVALSVALLALLKWYSTSAFSRLEKLGLRHPKPSPFIGNLTFFRQGFWESQMELRKLYGPLCGYYLGRRMFIVISEPDMIKQVLVENFSNFTNRMASGLEFKSVADSVLFLRDKRWEEVRGALMSAFSPEKLNEMVPLISQACDLLLAHLKRYAESGDAFDIQRCYCNYTTDVVASVAFGTPVDSWQAPEDPFVKHCKRFFEFCIPRPILVLLLSFPSIMVPLARILPNKNRDELNGFFNKLIRNVIALRDQQAAEERRRDFLQMVLDARHSASPMGVQDFDIVRDVFSSTGCKPNPSRQHQPSPMARPLTVDEIVGQAFIFLIAGYEIITNTLSFATYLLATNPDCQEKLLREVDVFKEKHMAPEFCSLEEGLPYLDMVIAETLRMYPPAFRFTREAAQDCEVLGQRIPAGAVLEMAVGALHHDPEHWPSPETFNPERFTAEARQQHRPFTYLPFGAGPRSCLGVRLGLLEVKLTLLHVLHKF.... The pIC50 is 6.2. (6) The compound is O=C(CCSc1nc2c(c(=O)[nH]1)CCCC2)N[C@H]1CC[C@H](c2nnc(-c3ccccc3)o2)CC1. The target protein sequence is SGTILIDLSPDDKEFQSVEEEMQSTVREHRDGGHAGGIFNRYNILKIQKVCNKKLWERYTHRRKEVSEENHNHANERMLFHGSPFVNAIIHKGFDERHAYIGGMFGAGIYFAENSSKSNQYVYGIGGGTGCPVHKDRSCYICHRQLLFCRVTLGKSFLQFSAMKMAHSPPGHHSVTGRPSVNGLALAEYVIYRGEQAYPEYLITYQIMRPEG. The pIC50 is 8.6. (7) The drug is N[C@H]1CCN(C(=O)CN(CC(=O)NCc2cccc(Cl)c2)c2ccccc2Oc2ccccc2)C1. The target protein sequence is MSGYQQGGGHYNDGYGHQEHGDSFYQDEHGQAYYDHDYGDGYYDRSGYYGPDSNHNQQEGGYYDAGQPHDDYYGDHYYDQGNGQQGYDNRGRRRGDSEEDSETFSDFTMRSETARAADMDYYGRGDERYNSYADSQYGGRGYGYRPPSSQISYGANRSSGASTPVYGMDYGNALPAGQRSREPYPAWASDGQVPVSKEEIEDIFLDLVNKFGFQRDSMRNMYDHLMTMLDSRASRMTPNQALLSLHADYIGGDNANYRRWYFAAHLDLDDAVGFANMKLGKADRKTRKARKAAKKAAQQNPENVEETLEALEGDNSLEAAEYRWKTRMNKMSQHDRVRQLALFLLCWGEANQVRFLPECLCFIFKCADDYYNSPECQNRVEPVEEFTYLNEIITPLYQYCRDQGYEIVDGKYVRRERDHNQIIGYDDMNQLFWYPEGIERIALEDKTRLVDIPPAERWTKLKDVVWKKAFFKTYKETRSWFHMITNFNRIWVIHLGAFWF.... The pIC50 is 4.4. (8) The compound is CNC(=O)[C@@]12C[C@@H]1[C@@H](n1cnc3c(NC)nc(C#Cc4ccc(Cl)s4)nc31)[C@H](O)[C@@H]2O. The target protein (Q28309) has sequence MAVNGTALLLANVTYITVEILIGLCAIVGNVLVIWVVKLNPSLQTTTFYFIVSLALADIAVGVLVMPLAIVISLGITIQFYNCLFMTCLLLIFTHASIMSLLAIAVDRYLRVKLTVRYRRVTTQRRIWLALGLCWLVSFLVGLTPMFGWNMKLTSEHQRNVTFLSCQFSSVMRMDYMVYFSFFTWILIPLVVMCAIYLDIFYVIRNKLNQNFSSSKETGAFYGREFKTAKSLFLVLFLFAFSWLPLSIINCITYFHGEVPQIILYLGILLSHANSMMNPIVYAYKIKKFKETYLLIFKTYMICQSSDSLDSSTE. The pIC50 is 5.1. (9) The small molecule is COc1cc(-n2cc(COc3ncccn3)nn2)ccc1F. The target protein (P19793) has sequence MDTKHFLPLDFSTQVNSSLTSPTGRGSMAAPSLHPSLGPGIGSPGQLHSPISTLSSPINGMGPPFSVISSPMGPHSMSVPTTPTLGFSTGSPQLSSPMNPVSSSEDIKPPLGLNGVLKVPAHPSGNMASFTKHICAICGDRSSGKHYGVYSCEGCKGFFKRTVRKDLTYTCRDNKDCLIDKRQRNRCQYCRYQKCLAMGMKREAVQEERQRGKDRNENEVESTSSANEDMPVERILEAELAVEPKTETYVEANMGLNPSSPNDPVTNICQAADKQLFTLVEWAKRIPHFSELPLDDQVILLRAGWNELLIASFSHRSIAVKDGILLATGLHVHRNSAHSAGVGAIFDRVLTELVSKMRDMQMDKTELGCLRAIVLFNPDSKGLSNPAEVEALREKVYASLEAYCKHKYPEQPGRFAKLLLRLPALRSIGLKCLEHLFFFKLIGDTPIDTFLMEMLEAPHQMT. The pIC50 is 6.0. (10) The drug is Cc1ccc(-n2c(O)c3c(c2O)C2(NC3c3ccccc3)C(=O)c3ccccc3C2=O)cc1Cl. The target protein (O95363) has sequence MVGSALRRGAHAYVYLVSKASHISRGHQHQAWGSRPPAAECATQRAPGSVVELLGKSYPQDDHSNLTRKVLTRVGRNLHNQQHHPLWLIKERVKEHFYKQYVGRFGTPLFSVYDNLSPVVTTWQNFDSLLIPADHPSRKKGDNYYLNRTHMLRAHTSAHQWDLLHAGLDAFLVVGDVYRRDQIDSQHYPIFHQLEAVRLFSKHELFAGIKDGESLQLFEQSSRSAHKQETHTMEAVKLVEFDLKQTLTRLMAHLFGDELEIRWVDCYFPFTHPSFEMEINFHGEWLEVLGCGVMEQQLVNSAGAQDRIGWAFGLGLERLAMILYDIPDIRLFWCEDERFLKQFCVSNINQKVKFQPLSKYPAVINDISFWLPSENYAENDFYDLVRTIGGDLVEKVDLIDKFVHPKTHKTSHCYRITYRHMERTLSQREVRHIHQALQEAAVQLLGVEGRF. The pIC50 is 4.0.